This data is from Full USPTO retrosynthesis dataset with 1.9M reactions from patents (1976-2016). The task is: Predict the reactants needed to synthesize the given product. (1) Given the product [CH2:1]([N:8]1[C:12]([C:13]([F:15])([F:14])[F:16])=[C:11]([CH3:17])[C:10]([C:38]2[CH:43]=[CH:42][C:41]([O:44][C:45]([F:48])([F:47])[F:46])=[CH:40][C:39]=2[F:49])=[C:9]1[C:27]([N:29]1[CH2:30][CH2:31][O:32][CH2:33][CH2:34]1)=[O:28])[C:2]1[CH:7]=[CH:6][CH:5]=[CH:4][CH:3]=1, predict the reactants needed to synthesize it. The reactants are: [CH2:1]([N:8]1[C:12]([C:13]([F:16])([F:15])[F:14])=[C:11]([CH3:17])[C:10](B2OC(C)(C)C(C)(C)O2)=[C:9]1[C:27]([N:29]1[CH2:34][CH2:33][O:32][CH2:31][CH2:30]1)=[O:28])[C:2]1[CH:7]=[CH:6][CH:5]=[CH:4][CH:3]=1.[Li+].[OH-].Br[C:38]1[CH:43]=[CH:42][C:41]([O:44][C:45]([F:48])([F:47])[F:46])=[CH:40][C:39]=1[F:49].[OH-].[Na+]. (2) Given the product [CH3:30][O:29][C:26]1[CH:27]=[CH:28][C:23]([S:20]([N:17]2[CH2:16][CH2:15][N:14]([CH:12]([C:7]3[N:6]([CH3:31])[C:5](=[O:32])[C:4]4[C:9](=[CH:10][CH:11]=[C:2]([NH:1][C:33](=[O:35])[CH3:34])[CH:3]=4)[N:8]=3)[CH3:13])[CH2:19][CH2:18]2)(=[O:22])=[O:21])=[CH:24][CH:25]=1, predict the reactants needed to synthesize it. The reactants are: [NH2:1][C:2]1[CH:3]=[C:4]2[C:9](=[CH:10][CH:11]=1)[N:8]=[C:7]([CH:12]([N:14]1[CH2:19][CH2:18][N:17]([S:20]([C:23]3[CH:28]=[CH:27][C:26]([O:29][CH3:30])=[CH:25][CH:24]=3)(=[O:22])=[O:21])[CH2:16][CH2:15]1)[CH3:13])[N:6]([CH3:31])[C:5]2=[O:32].[C:33](Cl)(=[O:35])[CH3:34]. (3) The reactants are: [F:1][C:2]1[CH:10]=[CH:9][C:5]([C:6]([OH:8])=O)=[C:4]([O:11][CH:12]2[CH2:16][CH2:15][O:14][C:13]2=[O:17])[CH:3]=1.C(OC(=O)C)(=O)C. Given the product [F:1][C:2]1[CH:10]=[CH:9][C:5]2[C:6](=[O:8])[C:12]3([O:11][C:4]=2[CH:3]=1)[CH2:16][CH2:15][O:14][C:13]3=[O:17], predict the reactants needed to synthesize it. (4) Given the product [CH3:1][O:2][C:3]1[CH:28]=[C:27]([O:29][CH3:30])[CH:26]=[CH:25][C:4]=1[CH2:5][N:6]1[C:11]([CH3:12])=[CH:10][C:9]([O:13][CH2:14][C:15]2[CH:22]=[CH:21][CH:20]=[CH:19][C:16]=2[C:17]#[N:18])=[C:8]([CH3:33])[C:7]1=[O:24], predict the reactants needed to synthesize it. The reactants are: [CH3:1][O:2][C:3]1[CH:28]=[C:27]([O:29][CH3:30])[CH:26]=[CH:25][C:4]=1[CH2:5][N:6]1[C:11]([CH3:12])=[CH:10][C:9]([O:13][CH2:14][C:15]2[CH:22]=[CH:21][CH:20]=[CH:19][C:16]=2[C:17]#[N:18])=[C:8](I)[C:7]1=[O:24].[Li+].[Cl-].[CH3:33][Sn](C)(C)C. (5) Given the product [F:3][C:4]1[CH:5]=[C:6]([CH:20]=[C:21]([F:23])[CH:22]=1)[C:7]([C:9]1[CH:18]=[C:17]([CH3:19])[C:12]2[N:13]([CH3:25])[C:14](=[O:16])[O:15][C:11]=2[CH:10]=1)=[O:8], predict the reactants needed to synthesize it. The reactants are: [H-].[Na+].[F:3][C:4]1[CH:5]=[C:6]([CH:20]=[C:21]([F:23])[CH:22]=1)[C:7]([C:9]1[CH:18]=[C:17]([CH3:19])[C:12]2[NH:13][C:14](=[O:16])[O:15][C:11]=2[CH:10]=1)=[O:8].I[CH3:25]. (6) Given the product [CH3:20][N:21]1[C:29]2[C:24](=[CH:25][CH:26]=[CH:27][CH:28]=2)[C:23]([C:30]([NH:2][CH2:3][CH2:4][NH:5][C:6](=[O:19])[C:7]2[CH:12]=[CH:11][C:10]([O:13][CH2:14][C:15]([F:16])([F:17])[F:18])=[N:9][CH:8]=2)=[O:31])=[CH:22]1, predict the reactants needed to synthesize it. The reactants are: Cl.[NH2:2][CH2:3][CH2:4][NH:5][C:6](=[O:19])[C:7]1[CH:12]=[CH:11][C:10]([O:13][CH2:14][C:15]([F:18])([F:17])[F:16])=[N:9][CH:8]=1.[CH3:20][N:21]1[C:29]2[C:24](=[CH:25][CH:26]=[CH:27][CH:28]=2)[C:23]([C:30](O)=[O:31])=[CH:22]1.CCN=C=NCCCN(C)C.Cl.C1C=CC2N(O)N=NC=2C=1.O.C(N(CC)CC)C. (7) Given the product [C:11]([O:10][C:8]([N:5]1[CH2:6][CH2:7][C@@H:3]([CH2:2][NH:1][C:16](=[O:17])[O:18][CH2:19][C:20]2[CH:25]=[CH:24][CH:23]=[CH:22][CH:21]=2)[CH2:4]1)=[O:9])([CH3:14])([CH3:13])[CH3:12], predict the reactants needed to synthesize it. The reactants are: [NH2:1][CH2:2][C@@H:3]1[CH2:7][CH2:6][N:5]([C:8]([O:10][C:11]([CH3:14])([CH3:13])[CH3:12])=[O:9])[CH2:4]1.Cl[C:16]([O:18][CH2:19][C:20]1[CH:25]=[CH:24][CH:23]=[CH:22][CH:21]=1)=[O:17].C(N(CC)CC)C. (8) Given the product [F:6][C:7]1[CH:8]=[CH:9][C:10]([C:13]2[O:17][C:16]([CH:21]=[O:22])=[N:15][CH:14]=2)=[CH:11][CH:12]=1, predict the reactants needed to synthesize it. The reactants are: [Li]CCCC.[F:6][C:7]1[CH:12]=[CH:11][C:10]([C:13]2[O:17][CH:16]=[N:15][CH:14]=2)=[CH:9][CH:8]=1.CN([CH:21]=[O:22])C.Cl. (9) Given the product [NH2:17][C:3]1[C:2]([CH3:12])([CH3:1])[CH2:6][CH2:5][C:4]=1[C:7]([O:9][CH3:10])=[O:8], predict the reactants needed to synthesize it. The reactants are: [CH3:1][C:2]1([CH3:12])[CH2:6][CH2:5][CH:4]([C:7]([O:9][CH3:10])=[O:8])[C:3]1=O.C([O-])(=O)C.[NH4+:17].